Dataset: Forward reaction prediction with 1.9M reactions from USPTO patents (1976-2016). Task: Predict the product of the given reaction. (1) Given the reactants O=C1[N:6]([C:7]([O:9][C:10]([CH3:13])([CH3:12])[CH3:11])=[O:8])[CH:5]([CH2:14][C:15]2[CH:20]=[CH:19][CH:18]=[C:17]([O:21][C:22]([F:27])([F:26])[CH:23]([F:25])[F:24])[CH:16]=2)[CH:4]([C:28]2[CH:33]=[CH:32][C:31]([O:34][C:35]3[CH:40]=[CH:39][CH:38]=[CH:37][CH:36]=3)=[CH:30][N:29]=2)[O:3]1.[OH-].[Na+].O, predict the reaction product. The product is: [OH:3][CH:4]([C:28]1[CH:33]=[CH:32][C:31]([O:34][C:35]2[CH:36]=[CH:37][CH:38]=[CH:39][CH:40]=2)=[CH:30][N:29]=1)[CH:5]([NH:6][C:7](=[O:8])[O:9][C:10]([CH3:13])([CH3:12])[CH3:11])[CH2:14][C:15]1[CH:20]=[CH:19][CH:18]=[C:17]([O:21][C:22]([F:26])([F:27])[CH:23]([F:24])[F:25])[CH:16]=1. (2) Given the reactants [C:1]([O:5][C:6](=[O:36])[NH:7][C:8]1([C:12]2[CH:17]=[CH:16][C:15](C3C(=O)C4C(=CC=C(F)C=4)OC=3C3C=CC=CC=3)=[CH:14][CH:13]=2)[CH2:11][CH2:10][CH2:9]1)([CH3:4])([CH3:3])[CH3:2].[Cl:37][C:38]1[N:39]=[CH:40][CH:41]=[C:42]2[C:47](=[O:48])[C:46](I)=[C:45]([C:50]3[CH:55]=[CH:54][CH:53]=[CH:52][CH:51]=3)[O:44][C:43]=12, predict the reaction product. The product is: [C:1]([O:5][C:6](=[O:36])[NH:7][C:8]1([C:12]2[CH:13]=[CH:14][C:15]([C:46]3[C:47](=[O:48])[C:42]4[C:43]([O:44][C:45]=3[C:50]3[CH:55]=[CH:54][CH:53]=[CH:52][CH:51]=3)=[C:38]([Cl:37])[N:39]=[CH:40][CH:41]=4)=[CH:16][CH:17]=2)[CH2:9][CH2:10][CH2:11]1)([CH3:4])([CH3:2])[CH3:3]. (3) Given the reactants [NH2:1][C:2]1[CH:7]=[CH:6][C:5]([CH2:8][C:9]([O:11][C:12]([CH3:15])([CH3:14])[CH3:13])=[O:10])=[CH:4][C:3]=1[CH3:16].CCN(CC)CC.[C:24]1([N:30]=[C:31]=[O:32])[CH:29]=[CH:28][CH:27]=[CH:26][CH:25]=1, predict the reaction product. The product is: [CH3:16][C:3]1[CH:4]=[C:5]([CH2:8][C:9]([O:11][C:12]([CH3:13])([CH3:15])[CH3:14])=[O:10])[CH:6]=[CH:7][C:2]=1[NH:1][C:31]([NH:30][C:24]1[CH:29]=[CH:28][CH:27]=[CH:26][CH:25]=1)=[O:32].